This data is from Full USPTO retrosynthesis dataset with 1.9M reactions from patents (1976-2016). The task is: Predict the reactants needed to synthesize the given product. (1) Given the product [N:16]1[C:17]2[C:8](=[O:18])[CH2:9][CH2:10][CH2:11][C:12]=2[CH:13]=[CH:14][CH:15]=1, predict the reactants needed to synthesize it. The reactants are: C(=[C:8]1[C:17]2[N:16]=[CH:15][CH:14]=[CH:13][C:12]=2[CH2:11][CH2:10][CH2:9]1)C1C=CC=CC=1.[O:18]=[O+][O-].O=O. (2) Given the product [F:9][C:10]1[CH:15]=[CH:14][C:13]([C:2]2[CH:7]=[CH:6][N+:5]([O-:8])=[CH:4][CH:3]=2)=[C:12]([O:19][CH3:20])[CH:11]=1, predict the reactants needed to synthesize it. The reactants are: Cl[C:2]1[CH:7]=[CH:6][N+:5]([O-:8])=[CH:4][CH:3]=1.[F:9][C:10]1[CH:15]=[CH:14][C:13](B(O)O)=[C:12]([O:19][CH3:20])[CH:11]=1. (3) Given the product [OH:1][C:2]1[CH:7]=[C:6]([OH:8])[CH:5]=[CH:4][C:3]=1[C:9](=[N:13][OH:14])[CH3:10], predict the reactants needed to synthesize it. The reactants are: [OH:1][C:2]1[CH:7]=[C:6]([OH:8])[CH:5]=[CH:4][C:3]=1[C:9](=O)[CH3:10].Cl.[NH2:13][OH:14].C([O-])(=O)C.[Na+]. (4) Given the product [Cl:13][CH2:8][C:6]1[N:7]=[C:3]([CH2:1][CH3:2])[S:4][C:5]=1[CH3:10], predict the reactants needed to synthesize it. The reactants are: [CH2:1]([C:3]1[S:4][C:5]([CH3:10])=[C:6]([CH2:8]O)[N:7]=1)[CH3:2].S(Cl)([Cl:13])=O.